From a dataset of HIV replication inhibition screening data with 41,000+ compounds from the AIDS Antiviral Screen. Binary Classification. Given a drug SMILES string, predict its activity (active/inactive) in a high-throughput screening assay against a specified biological target. (1) The drug is Cn1cnc([N+](=O)[O-])c1Sc1nc2ccccc2o1. The result is 0 (inactive). (2) The compound is Nc1ncnc2c1ncn2C(Cl)=C(Cl)Cl. The result is 0 (inactive).